This data is from Forward reaction prediction with 1.9M reactions from USPTO patents (1976-2016). The task is: Predict the product of the given reaction. (1) Given the reactants [CH2:1]([O:8][C:9]([N:11]1[CH:15]([C:16]([OH:18])=O)[CH2:14][S:13][C@@H:12]1[C:19]1[CH:24]=[CH:23][CH:22]=[CH:21][C:20]=1[O:25][CH3:26])=[O:10])[C:2]1[CH:7]=[CH:6][CH:5]=[CH:4][CH:3]=1.CCN(C(C)C)C(C)C.CN(C(ON1N=NC2C=CC=NC1=2)=[N+](C)C)C.F[P-](F)(F)(F)(F)F.[NH2:60][C:61]1[S:62][CH:63]=[C:64]([C:66]2[CH:77]=[CH:76][C:69]([C:70]([NH:72][CH:73]3[CH2:75][CH2:74]3)=[O:71])=[CH:68][CH:67]=2)[N:65]=1, predict the reaction product. The product is: [CH2:1]([O:8][C:9]([N:11]1[CH:15]([C:16](=[O:18])[NH:60][C:61]2[S:62][CH:63]=[C:64]([C:66]3[CH:67]=[CH:68][C:69]([C:70](=[O:71])[NH:72][CH:73]4[CH2:75][CH2:74]4)=[CH:76][CH:77]=3)[N:65]=2)[CH2:14][S:13][C@@H:12]1[C:19]1[CH:24]=[CH:23][CH:22]=[CH:21][C:20]=1[O:25][CH3:26])=[O:10])[C:2]1[CH:7]=[CH:6][CH:5]=[CH:4][CH:3]=1. (2) The product is: [CH2:1]([C@:3]1([OH:28])[C:25]2[CH:24]=[C:23]3[N:10]([CH2:11][C:12]4[C:13]3=[N:14][C:15]3[CH:16]=[C:17]([F:22])[CH:18]=[CH:19][C:20]=3[C:21]=4[CH2:29][CH2:30][CH2:31][CH2:32][CH3:33])[C:9](=[O:26])[C:8]=2[CH2:7][O:6][C:5](=[O:27])[CH2:4]1)[CH3:2]. Given the reactants [CH2:1]([C@:3]1([OH:28])[C:25]2[CH:24]=[C:23]3[N:10]([CH2:11][C:12]4[C:13]3=[N:14][C:15]3[CH:16]=[C:17]([F:22])[CH:18]=[CH:19][C:20]=3[CH:21]=4)[C:9](=[O:26])[C:8]=2[CH2:7][O:6][C:5](=[O:27])[CH2:4]1)[CH3:2].[CH:29](=O)[CH2:30][CH2:31][CH2:32][CH2:33]C, predict the reaction product. (3) Given the reactants C([N:8]1[CH2:13][CH2:12][C@@H:11]([CH3:14])[C@@H:10]([N:15]2[C:20]3[C:21]4[CH:27]=[CH:26][NH:25][C:22]=4[N:23]=[CH:24][C:19]=3[CH2:18][O:17][CH2:16]2)[CH2:9]1)C1C=CC=CC=1, predict the reaction product. The product is: [CH3:14][C@@H:11]1[CH2:12][CH2:13][NH:8][CH2:9][C@@H:10]1[N:15]1[C:20]2[C:21]3[CH:27]=[CH:26][NH:25][C:22]=3[N:23]=[CH:24][C:19]=2[CH2:18][O:17][CH2:16]1. (4) Given the reactants [F:1][C:2]1[CH:15]=[CH:14][C:5]([CH2:6][C:7]2[CH:12]=[CH:11][CH:10]=[CH:9][C:8]=2[OH:13])=[CH:4][CH:3]=1.[CH3:16]N(C=O)C.C(=O)([O-])[O-].[K+].[K+].CI, predict the reaction product. The product is: [F:1][C:2]1[CH:3]=[CH:4][C:5]([CH2:6][C:7]2[CH:12]=[CH:11][CH:10]=[CH:9][C:8]=2[O:13][CH3:16])=[CH:14][CH:15]=1. (5) Given the reactants [CH:1]12[CH2:10][CH:5]3[CH2:6][CH:7]([CH2:9][CH:3]([CH2:4]3)[C:2]1=[O:11])[CH2:8]2.C[Mg]Br.N1C=CC=C[CH:16]=1.[C:21](Cl)(=[O:25])[C:22]([CH3:24])=[CH2:23], predict the reaction product. The product is: [C:21]([O:11][C:2]1([CH3:16])[CH:3]2[CH2:9][CH:7]3[CH2:6][CH:5]([CH2:10][CH:1]1[CH2:8]3)[CH2:4]2)(=[O:25])[C:22]([CH3:24])=[CH2:23].